From a dataset of Catalyst prediction with 721,799 reactions and 888 catalyst types from USPTO. Predict which catalyst facilitates the given reaction. (1) Reactant: [NH2:1][C:2]1[N:6]([CH3:7])[N:5]=[C:4]([O:8][CH3:9])[C:3]=1[C:10]1[CH:18]=[CH:17][C:13]2[O:14][CH2:15][O:16][C:12]=2[CH:11]=1.[CH3:19][O:20][C:21]1[CH:26]=[CH:25][C:24]([S:27](Cl)(=[O:29])=[O:28])=[CH:23][CH:22]=1. Product: [O:14]1[C:13]2[CH:17]=[CH:18][C:10]([C:3]3[C:4]([O:8][CH3:9])=[N:5][N:6]([CH3:7])[C:2]=3[NH:1][S:27]([C:24]3[CH:23]=[CH:22][C:21]([O:20][CH3:19])=[CH:26][CH:25]=3)(=[O:29])=[O:28])=[CH:11][C:12]=2[O:16][CH2:15]1. The catalyst class is: 341. (2) Reactant: C[O:2][C:3]1[C:8]([C:9]2[CH:10]=[CH:11][C:12]3[C:13]4[N:27](C5CCCCO5)[N:26]=[CH:25][C:14]=4[C:15](=[O:24])[N:16]([CH2:19][C:20]([F:23])([F:22])[F:21])[C:17]=3[CH:18]=2)=[CH:7][CH:6]=[CH:5][N:4]=1.COC1C(C2C=CC3C4NN(C5CCCCO5)CC=4C(=O)N(CC(F)(F)F)C=3C=2)=CC=CN=1.Cl.O1CCOCC1.C(OC(C)C)(C)C. Product: [OH:2][C:3]1[C:8]([C:9]2[CH:10]=[CH:11][C:12]3[C:13]4[NH:27][N:26]=[CH:25][C:14]=4[C:15](=[O:24])[N:16]([CH2:19][C:20]([F:23])([F:21])[F:22])[C:17]=3[CH:18]=2)=[CH:7][CH:6]=[CH:5][N:4]=1. The catalyst class is: 61. (3) Reactant: C([O:3][C:4](=[O:25])[CH2:5][C:6]1[CH:7]=[C:8]([C:14]2[CH:19]=[CH:18][C:17]([F:20])=[CH:16][C:15]=2[CH2:21][NH:22][CH2:23][CH3:24])[C:9]([O:12][CH3:13])=[CH:10][CH:11]=1)C.[CH:26]1([C:29](Cl)=[O:30])[CH2:28][CH2:27]1.C(OC(=O)CC1C=C(C2C=CC(F)=CC=2CN(C(OCC2C=CC=CC=2)=O)CC)C(OC)=CC=1)C.[Li+].[OH-]. Product: [CH:26]1([C:29]([N:22]([CH2:21][C:15]2[CH:16]=[C:17]([F:20])[CH:18]=[CH:19][C:14]=2[C:8]2[C:9]([O:12][CH3:13])=[CH:10][CH:11]=[C:6]([CH2:5][C:4]([OH:25])=[O:3])[CH:7]=2)[CH2:23][CH3:24])=[O:30])[CH2:28][CH2:27]1. The catalyst class is: 1. (4) The catalyst class is: 1. Reactant: [CH3:1][C:2]1[CH:3]=[C:4]([CH:14]([N:16]2[C:24](=[O:25])[C:23]3[CH:22]=[CH:21][N:20]=[C:19]([C:26]([O:28]C)=[O:27])[C:18]=3[CH2:17]2)[CH3:15])[CH:5]=[N:6][C:7]=1[O:8][CH2:9][C:10]([F:13])([F:12])[F:11].[OH-].[Na+].Cl. Product: [CH3:1][C:2]1[CH:3]=[C:4]([CH:14]([N:16]2[C:24](=[O:25])[C:23]3[CH:22]=[CH:21][N:20]=[C:19]([C:26]([OH:28])=[O:27])[C:18]=3[CH2:17]2)[CH3:15])[CH:5]=[N:6][C:7]=1[O:8][CH2:9][C:10]([F:12])([F:11])[F:13].